Dataset: Reaction yield outcomes from USPTO patents with 853,638 reactions. Task: Predict the reaction yield, written as a fraction of the theoretical maximum amount of product (1.0 means a 100% yield; for example, 0.34 means a 34% yield). (1) The reactants are [Cl:1][C:2]1[C:3]([C:29]#[N:30])=[N:4][N:5]([CH:8]2[CH2:12][CH2:11][N:10]([C:13]3[CH:14]=[N:15][N:16]([C:21]4[CH:26]=[CH:25][C:24]([F:27])=[CH:23][CH:22]=4)[C:17]=3[CH:18]([CH3:20])[CH3:19])[C:9]2=[O:28])[C:6]=1[CH3:7].[CH2:31](N)[CH2:32][NH2:33]. The catalyst is CC(O)=O.CCO. The product is [Cl:1][C:2]1[C:3]([C:29]2[NH:33][CH2:32][CH2:31][N:30]=2)=[N:4][N:5]([CH:8]2[CH2:12][CH2:11][N:10]([C:13]3[CH:14]=[N:15][N:16]([C:21]4[CH:22]=[CH:23][C:24]([F:27])=[CH:25][CH:26]=4)[C:17]=3[CH:18]([CH3:20])[CH3:19])[C:9]2=[O:28])[C:6]=1[CH3:7]. The yield is 0.870. (2) The reactants are [CH2:1]([N:5]1[C:14](=[O:15])[C:13]([C:16]#[N:17])=[C:12]2[C:7]([CH2:8][CH2:9][CH2:10][CH2:11]2)=[CH:6]1)[CH2:2][CH2:3][CH3:4].C1(C)C=CC=CC=1.[H-].C([Al+]CC(C)C)C(C)C.Cl. The catalyst is C1(C)C=CC=CC=1. The product is [CH2:1]([N:5]1[C:14](=[O:15])[CH:13]([C:16]#[N:17])[C:12]2[CH2:11][CH2:10][CH2:9][CH2:8][C:7]=2[CH2:6]1)[CH2:2][CH2:3][CH3:4]. The yield is 0.700. (3) The reactants are Cl[C:2]1[C:7]([F:8])=[CH:6][C:5]([O:9][C:10]2[CH:15]=[CH:14][CH:13]=[C:12]([N:16]3[CH2:20][CH2:19][CH2:18][CH2:17]3)[CH:11]=2)=[CH:4][N:3]=1.[F:21][C:22]1[CH:28]=[CH:27][C:25]([NH2:26])=[CH:24][C:23]=1[O:29][CH3:30].C1(P(C2C=CC=CC=2)C2C3OC4C(=CC=CC=4P(C4C=CC=CC=4)C4C=CC=CC=4)C(C)(C)C=3C=CC=2)C=CC=CC=1.C(=O)([O-])[O-].[Cs+].[Cs+]. The catalyst is O1CCOCC1.C(OCC)(=O)C. The product is [F:21][C:22]1[CH:28]=[CH:27][C:25]([NH:26][C:2]2[C:7]([F:8])=[CH:6][C:5]([O:9][C:10]3[CH:15]=[CH:14][CH:13]=[C:12]([N:16]4[CH2:20][CH2:19][CH2:18][CH2:17]4)[CH:11]=3)=[CH:4][N:3]=2)=[CH:24][C:23]=1[O:29][CH3:30]. The yield is 0.250. (4) The reactants are [C:1]([C:3]1[CH:4]=[C:5]([CH:9]=[CH:10][C:11]=1[O:12][CH:13]([CH3:15])[CH3:14])[C:6]([OH:8])=[O:7])#[N:2].[OH:16]O.[OH-].[Na+].Cl. No catalyst specified. The product is [C:1]([C:3]1[CH:4]=[C:5]([CH:9]=[CH:10][C:11]=1[O:12][CH:13]([CH3:15])[CH3:14])[C:6]([OH:8])=[O:7])(=[O:16])[NH2:2]. The yield is 0.830.